From a dataset of Catalyst prediction with 721,799 reactions and 888 catalyst types from USPTO. Predict which catalyst facilitates the given reaction. (1) Product: [Br:1][C:2]1[CH:3]=[C:4]2[C:8](=[CH:9][CH:10]=1)[NH:7][C:6](=[O:11])/[C:5]/2=[CH:12]\[C:14]1[NH:18][C:17]2[CH2:19][CH2:20][CH2:21][CH2:22][CH2:23][C:16]=2[C:15]=1[CH2:24][CH2:25][C:26]([OH:28])=[O:27]. Reactant: [Br:1][C:2]1[CH:3]=[C:4]2[C:8](=[CH:9][CH:10]=1)[NH:7][C:6](=[O:11])[CH2:5]2.[CH:12]([C:14]1[NH:18][C:17]2[CH2:19][CH2:20][CH2:21][CH2:22][CH2:23][C:16]=2[C:15]=1[CH2:24][CH2:25][C:26]([OH:28])=[O:27])=O.N1CCCCC1. The catalyst class is: 8. (2) Reactant: CN(C)[CH:3]=[O:4].P(Cl)(Cl)(Cl)=O.[CH3:11][C:12]1[O:16][N:15]=[C:14]([C:17]2[NH:18][C:19]3[C:24]([CH:25]=2)=[CH:23][CH:22]=[CH:21][CH:20]=3)[N:13]=1. Product: [CH3:11][C:12]1[O:16][N:15]=[C:14]([C:17]2[NH:18][C:19]3[C:24]([C:25]=2[CH:3]=[O:4])=[CH:23][CH:22]=[CH:21][CH:20]=3)[N:13]=1. The catalyst class is: 4.